From a dataset of Catalyst prediction with 721,799 reactions and 888 catalyst types from USPTO. Predict which catalyst facilitates the given reaction. (1) The catalyst class is: 6. Reactant: F[C:2]1[CH:3]=[N:4][CH:5]=[CH:6][C:7]=1[C:8]1[S:9][C:10]2[C:15]([N:16]=1)=[CH:14][C:13]([C:17]([F:20])([F:19])[F:18])=[CH:12][N:11]=2.[Na].[CH3:22][SH:23].CN(C=O)C. Product: [CH3:22][S:23][C:2]1[CH:3]=[N:4][CH:5]=[CH:6][C:7]=1[C:8]1[S:9][C:10]2[C:15]([N:16]=1)=[CH:14][C:13]([C:17]([F:20])([F:19])[F:18])=[CH:12][N:11]=2. (2) Reactant: [Br:1][C:2]1[N:7]=[C:6]([NH:8][CH2:9][C:10]2[CH:11]=[C:12]3[C:17](=[CH:18][CH:19]=2)[N:16]=[CH:15][C:14]([Br:20])=[CH:13]3)[C:5]([NH2:21])=[N:4][CH:3]=1.[N:22]([O-])=O.[Na+]. Product: [Br:20][C:14]1[CH:15]=[N:16][C:17]2[C:12]([CH:13]=1)=[CH:11][C:10]([CH2:9][N:8]1[C:6]3=[N:7][C:2]([Br:1])=[CH:3][N:4]=[C:5]3[N:21]=[N:22]1)=[CH:19][CH:18]=2. The catalyst class is: 86. (3) Product: [CH2:37]([O:39][C:40](=[O:45])[CH2:41][C:11]([C@H:8]1[CH2:9][CH2:10][N:5]([C:3]([O:2][CH3:1])=[O:4])[C@@H:6]([C:14]2[CH:19]=[CH:18][C:17]([C:20]([F:22])([F:23])[F:21])=[CH:16][C:15]=2[CH3:24])[CH2:7]1)=[O:12])[CH3:38]. Reactant: [CH3:1][O:2][C:3]([N:5]1[CH2:10][CH2:9][CH:8]([C:11](O)=[O:12])[CH2:7][CH:6]1[C:14]1[CH:19]=[CH:18][C:17]([C:20]([F:23])([F:22])[F:21])=[CH:16][C:15]=1[CH3:24])=[O:4].N1(C(N2C=CN=C2)=O)C=CN=C1.[CH2:37]([O:39][C:40](=[O:45])[CH2:41]C([O-])=O)[CH3:38].[K+].[Cl-].[Mg+2].[Cl-]. The catalyst class is: 1. (4) Reactant: [O:1]1[CH:5]=[CH:4][CH:3]=[C:2]1[C:6]1[O:7][C:8]([CH3:36])=[C:9]([CH2:11][O:12][C:13]2[CH:33]=[CH:32][C:16]([CH2:17][O:18][C:19]3[C:23]([CH:24]=O)=[CH:22][N:21]([C:26]4[CH:31]=[CH:30][CH:29]=[CH:28][CH:27]=4)[N:20]=3)=[CH:15][C:14]=2[O:34][CH3:35])[N:10]=1.[Cl-].[CH3:38][C:39]1[S:40][CH:41]=[C:42]([CH2:44][P+](C2C=CC=CC=2)(C2C=CC=CC=2)C2C=CC=CC=2)[N:43]=1.C(=O)([O-])[O-].[K+].[K+].CN(C)C=O. Product: [O:1]1[CH:5]=[CH:4][CH:3]=[C:2]1[C:6]1[O:7][C:8]([CH3:36])=[C:9]([CH2:11][O:12][C:13]2[CH:33]=[CH:32][C:16]([CH2:17][O:18][C:19]3[C:23](/[CH:24]=[CH:44]\[C:42]4[N:43]=[C:39]([CH3:38])[S:40][CH:41]=4)=[CH:22][N:21]([C:26]4[CH:27]=[CH:28][CH:29]=[CH:30][CH:31]=4)[N:20]=3)=[CH:15][C:14]=2[O:34][CH3:35])[N:10]=1. The catalyst class is: 6. (5) Reactant: FC(F)(F)S([O-])(=O)=O.C([O:16][C:17](=[O:34])[CH2:18][CH2:19][N+:20]1[C:33]2[C:28](=[CH:29][CH:30]=[CH:31][CH:32]=2)[CH:27]=[C:26]2[C:21]=1[CH:22]=[CH:23][CH:24]=[CH:25]2)C1C=CC=CC=1.[BrH:35]. Product: [Br-:35].[C:17]([CH2:18][CH2:19][N+:20]1[C:33]2[C:28](=[CH:29][CH:30]=[CH:31][CH:32]=2)[CH:27]=[C:26]2[C:21]=1[CH:22]=[CH:23][CH:24]=[CH:25]2)([OH:34])=[O:16]. The catalyst class is: 15. (6) Reactant: [O:1]1[C:5]2[CH:6]=[CH:7][CH:8]=[CH:9][C:4]=2[C:3]([CH2:10][S:11]([OH:14])(=O)=[O:12])=[N:2]1.C(#[N:17])C.P(Cl)(Cl)(Cl)=O. Product: [CH:8]1[CH:7]=[CH:6][C:5]2[O:1][N:2]=[C:3]([CH2:10][S:11]([OH:14])(=[O:12])=[NH:17])[C:4]=2[CH:9]=1. The catalyst class is: 13. (7) Reactant: [Cl:1][C:2]1[CH:3]=[CH:4][C:5]([O:11]C)=[C:6]([B:8]([OH:10])[OH:9])[CH:7]=1. Product: [Cl:1][C:2]1[CH:3]=[CH:4][C:5]([OH:11])=[C:6]([B:8]([OH:9])[OH:10])[CH:7]=1. The catalyst class is: 4.